Task: Predict the product of the given reaction.. Dataset: Forward reaction prediction with 1.9M reactions from USPTO patents (1976-2016) (1) Given the reactants [Br:1][C:2]1[CH:3]=[C:4]([C:15]2[CH:16]=[C:17](O)[N:18]=[N:19][C:20]=2[CH2:21][CH2:22][CH2:23][CH3:24])[CH:5]=[CH:6][C:7]=1[O:8][CH:9]1[CH2:14][CH2:13][CH2:12][CH2:11][CH2:10]1.O=P(Cl)(Cl)[Cl:28], predict the reaction product. The product is: [Br:1][C:2]1[CH:3]=[C:4]([C:15]2[CH:16]=[C:17]([Cl:28])[N:18]=[N:19][C:20]=2[CH2:21][CH2:22][CH2:23][CH3:24])[CH:5]=[CH:6][C:7]=1[O:8][CH:9]1[CH2:14][CH2:13][CH2:12][CH2:11][CH2:10]1. (2) Given the reactants C(Cl)(=O)C(Cl)=O.CS(C)=O.[CH2:11]([O:18][C@@H:19]1[CH2:23][C@H:22]([OH:24])[C@H:21]([CH2:25]/[CH:26]=[CH:27]\[CH2:28][CH2:29][CH2:30][C:31]([O:33][CH2:34][C:35]2[CH:40]=[CH:39][CH:38]=[CH:37][CH:36]=2)=[O:32])[C@H:20]1[CH2:41][OH:42])[C:12]1[CH:17]=[CH:16][CH:15]=[CH:14][CH:13]=1.C(N(CC)CC)C, predict the reaction product. The product is: [CH2:11]([O:18][C@@H:19]1[CH2:23][C:22](=[O:24])[C@H:21]([CH2:25]/[CH:26]=[CH:27]\[CH2:28][CH2:29][CH2:30][C:31]([O:33][CH2:34][C:35]2[CH:40]=[CH:39][CH:38]=[CH:37][CH:36]=2)=[O:32])[C@H:20]1[CH:41]=[O:42])[C:12]1[CH:13]=[CH:14][CH:15]=[CH:16][CH:17]=1.